This data is from Full USPTO retrosynthesis dataset with 1.9M reactions from patents (1976-2016). The task is: Predict the reactants needed to synthesize the given product. (1) Given the product [CH:7]([C:8]1[C:9]([CH3:10])=[CH:2][C:3]([C:4]([O:33][CH3:32])=[O:5])=[C:6]([CH3:18])[C:24]=1[CH3:25])=[O:27], predict the reactants needed to synthesize it. The reactants are: C[C:2]1[C:9]([CH3:10])=[C:8](S(C(F)(F)F)(=O)=O)[CH:7]=[C:6]([CH3:18])[C:3]=1[CH:4]=[O:5].C(N([CH2:24][CH3:25])CC)C.[C]=[O:27].[Cl-].[NH4+].CN(C)[CH:32]=[O:33]. (2) Given the product [F:12][C:10]1[C:5]2[C:6](=[O:9])[O:7][CH2:8][C:4]=2[CH:3]=[C:2]([CH:13]=[CH2:14])[CH:11]=1, predict the reactants needed to synthesize it. The reactants are: Br[C:2]1[CH:11]=[C:10]([F:12])[C:5]2[C:6](=[O:9])[O:7][CH2:8][C:4]=2[CH:3]=1.[CH:13]([B-](F)(F)F)=[CH2:14].[K+]. (3) Given the product [N:13]1[CH:12]=[CH:11][C:10]([NH:9][C:8]([N:30]2[CH2:31][CH2:32][N:27]([CH2:26][C:24]3[CH:23]=[CH:22][C:21]4[O:17][CH2:18][O:19][C:20]=4[CH:25]=3)[CH2:28][CH2:29]2)=[O:16])=[CH:15][CH:14]=1, predict the reactants needed to synthesize it. The reactants are: C1(O[C:8](=[O:16])[NH:9][C:10]2[CH:15]=[CH:14][N:13]=[CH:12][CH:11]=2)C=CC=CC=1.[O:17]1[C:21]2[CH:22]=[CH:23][C:24]([CH2:26][N:27]3[CH2:32][CH2:31][NH:30][CH2:29][CH2:28]3)=[CH:25][C:20]=2[O:19][CH2:18]1. (4) Given the product [F:46][C:2]([F:1])([F:47])[C:3]1[CH:4]=[C:5]([C@H:13]2[O:17][C:16](=[O:18])[N:15]([CH2:19][C:20]3[C:25]([N:26]([CH2:29][C@H:30]4[CH2:35][CH2:34][C@H:33]([CH2:36][C:37]([O:39][CH2:40][CH3:41])=[O:38])[CH2:32][CH2:31]4)[CH2:27][CH3:28])=[CH:24][CH:23]=[C:22]([CH:42]([CH3:44])[CH3:43])[N:21]=3)[C@H:14]2[CH3:45])[CH:6]=[C:7]([C:9]([F:10])([F:11])[F:12])[CH:8]=1, predict the reactants needed to synthesize it. The reactants are: [F:1][C:2]([F:47])([F:46])[C:3]1[CH:4]=[C:5]([C@H:13]2[O:17][C:16](=[O:18])[N:15]([CH2:19][C:20]3[C:25]([N:26]([CH2:29][C@H:30]4[CH2:35][CH2:34][C@H:33]([CH2:36][C:37]([O:39][CH2:40][CH3:41])=[O:38])[CH2:32][CH2:31]4)[CH2:27][CH3:28])=[CH:24][CH:23]=[C:22]([C:42]([CH3:44])=[CH2:43])[N:21]=3)[C@H:14]2[CH3:45])[CH:6]=[C:7]([C:9]([F:12])([F:11])[F:10])[CH:8]=1.